Dataset: Forward reaction prediction with 1.9M reactions from USPTO patents (1976-2016). Task: Predict the product of the given reaction. (1) Given the reactants [F:1][C:2]([F:81])([O:66][C:67]1[CH:72]=[CH:71][C:70]([O:73][CH2:74][CH2:75][CH2:76][C:77]([F:80])([F:79])[F:78])=[CH:69][CH:68]=1)[C:3]1[CH:8]=[CH:7][C:6](/[CH:9]=[CH:10]/[C:11]([O:13][CH2:14][C:15]([CH2:56][C:57]2[CH:62]=[CH:61][C:60]([N+:63]([O-])=O)=[CH:59][CH:58]=2)([CH2:46][C:47]2[CH:52]=[CH:51][C:50]([N+:53]([O-])=O)=[CH:49][CH:48]=2)[CH2:16][O:17][C:18](=[O:45])/[CH:19]=[CH:20]/[C:21]2[CH:26]=[CH:25][C:24]([C:27]([F:44])([F:43])[O:28][C:29]3[CH:34]=[CH:33][C:32]([O:35][CH2:36][CH2:37][CH2:38][C:39]([F:42])([F:41])[F:40])=[CH:31][CH:30]=3)=[CH:23][CH:22]=2)=[O:12])=[CH:5][CH:4]=1, predict the reaction product. The product is: [F:1][C:2]([F:81])([O:66][C:67]1[CH:72]=[CH:71][C:70]([O:73][CH2:74][CH2:75][CH2:76][C:77]([F:79])([F:80])[F:78])=[CH:69][CH:68]=1)[C:3]1[CH:4]=[CH:5][C:6](/[CH:9]=[CH:10]/[C:11]([O:13][CH2:14][C:15]([CH2:46][C:47]2[CH:48]=[CH:49][C:50]([NH2:53])=[CH:51][CH:52]=2)([CH2:56][C:57]2[CH:62]=[CH:61][C:60]([NH2:63])=[CH:59][CH:58]=2)[CH2:16][O:17][C:18](=[O:45])/[CH:19]=[CH:20]/[C:21]2[CH:26]=[CH:25][C:24]([C:27]([F:43])([F:44])[O:28][C:29]3[CH:30]=[CH:31][C:32]([O:35][CH2:36][CH2:37][CH2:38][C:39]([F:40])([F:41])[F:42])=[CH:33][CH:34]=3)=[CH:23][CH:22]=2)=[O:12])=[CH:7][CH:8]=1. (2) Given the reactants F[S:2]([C:5]([C:8]([C:11]([C:14]([O:17][C:18]([C:24]([O:27][CH3:28])([F:26])[F:25])([C:20]([F:23])([F:22])[F:21])[F:19])([F:16])[F:15])([F:13])[F:12])([F:10])[F:9])([F:7])[F:6])(=[O:4])=[O:3].[OH2:29].[OH-].[Li+:31], predict the reaction product. The product is: [S:2]([C:5]([C:8]([C:11]([C:14]([O:17][C:18]([C:24]([O:27][CH3:28])([F:26])[F:25])([C:20]([F:23])([F:22])[F:21])[F:19])([F:16])[F:15])([F:13])[F:12])([F:10])[F:9])([F:7])[F:6])([O:29][Li:31])(=[O:4])=[O:3]. (3) Given the reactants Br[C:2]1[CH:3]=[CH:4][C:5]2[O:15][C:14]3[CH2:13][CH2:12][CH2:11][N:10]([C:16]([O:18][C:19]([CH3:22])([CH3:21])[CH3:20])=[O:17])[CH2:9][C:8]=3[C:6]=2[CH:7]=1.[F:23][C:24]1[CH:25]=[CH:26][C:27]([CH2:30][O:31][C:32]2[CH:37]=[CH:36][NH:35][C:34](=[O:38])[CH:33]=2)=[N:28][CH:29]=1, predict the reaction product. The product is: [F:23][C:24]1[CH:25]=[CH:26][C:27]([CH2:30][O:31][C:32]2[CH:37]=[CH:36][N:35]([C:2]3[CH:3]=[CH:4][C:5]4[O:15][C:14]5[CH2:13][CH2:12][CH2:11][N:10]([C:16]([O:18][C:19]([CH3:22])([CH3:21])[CH3:20])=[O:17])[CH2:9][C:8]=5[C:6]=4[CH:7]=3)[C:34](=[O:38])[CH:33]=2)=[N:28][CH:29]=1. (4) Given the reactants [Cl:1][C:2]1[NH:10][C:9]2[C:8](=[O:11])[N:7]([CH2:12][CH2:13][CH2:14][C:15]([O:17]CC)=O)[C:6](=[O:20])[N:5]([CH2:21][CH2:22][CH2:23][CH2:24][CH3:25])[C:4]=2[N:3]=1.O[NH:27][C:28](=[NH:35])[CH2:29][C:30]1[CH:34]=[CH:33][S:32][CH:31]=1.CC[O-].[Na+], predict the reaction product. The product is: [Cl:1][C:2]1[NH:10][C:9]2[C:8](=[O:11])[N:7]([CH2:12][CH2:13][CH2:14][C:15]3[O:17][N:35]=[C:28]([CH2:29][C:30]4[CH:34]=[CH:33][S:32][CH:31]=4)[N:27]=3)[C:6](=[O:20])[N:5]([CH2:21][CH2:22][CH2:23][CH2:24][CH3:25])[C:4]=2[N:3]=1.